Predict which catalyst facilitates the given reaction. From a dataset of Catalyst prediction with 721,799 reactions and 888 catalyst types from USPTO. Reactant: [N:1]1([C:7]2[CH:17]=[CH:16][C:10]([C:11]([O:13][CH2:14][CH3:15])=[O:12])=[CH:9][CH:8]=2)[CH2:6][CH2:5][NH:4][CH2:3][CH2:2]1.Br[CH2:19][C:20]1[CH:25]=[CH:24][CH:23]=[CH:22][C:21]=1[N+:26]([O-:28])=[O:27].C(=O)([O-])[O-].[Na+].[Na+]. Product: [N+:26]([C:21]1[CH:22]=[CH:23][CH:24]=[CH:25][C:20]=1[CH2:19][N:4]1[CH2:3][CH2:2][N:1]([C:7]2[CH:8]=[CH:9][C:10]([C:11]([O:13][CH2:14][CH3:15])=[O:12])=[CH:16][CH:17]=2)[CH2:6][CH2:5]1)([O-:28])=[O:27]. The catalyst class is: 42.